From a dataset of Forward reaction prediction with 1.9M reactions from USPTO patents (1976-2016). Predict the product of the given reaction. (1) Given the reactants C(O[C:6]([N:8]1[CH2:13][CH2:12][N:11]([CH2:14][CH2:15][CH2:16][N:17]2[C:25]3[C:20](=[CH:21][C:22]([C:26]4[NH:27][C:28]([CH3:41])=[C:29]([C:31]5[CH:36]=[CH:35][CH:34]=[C:33]([C:37]([F:40])([F:39])[F:38])[CH:32]=5)[N:30]=4)=[CH:23][CH:24]=3)[CH:19]=[CH:18]2)[CH2:10][CH2:9]1)=O)(C)(C)C.Cl.C=O.[BH-](OC(C)=O)(OC(C)=O)OC(C)=O.[Na+], predict the reaction product. The product is: [CH3:6][N:8]1[CH2:9][CH2:10][N:11]([CH2:14][CH2:15][CH2:16][N:17]2[C:25]3[C:20](=[CH:21][C:22]([C:26]4[NH:27][C:28]([CH3:41])=[C:29]([C:31]5[CH:36]=[CH:35][CH:34]=[C:33]([C:37]([F:39])([F:40])[F:38])[CH:32]=5)[N:30]=4)=[CH:23][CH:24]=3)[CH:19]=[CH:18]2)[CH2:12][CH2:13]1. (2) Given the reactants [C:1]1([CH2:7][O:8][C:9]2[CH:10]=[C:11]3[C:15](=[CH:16][CH:17]=2)[C:14](=[O:18])[CH2:13][CH2:12]3)[CH:6]=[CH:5][CH:4]=[CH:3][CH:2]=1.[BH4-].[Na+].O, predict the reaction product. The product is: [C:1]1([CH2:7][O:8][C:9]2[CH:10]=[C:11]3[C:15](=[CH:16][CH:17]=2)[CH:14]([OH:18])[CH2:13][CH2:12]3)[CH:2]=[CH:3][CH:4]=[CH:5][CH:6]=1. (3) Given the reactants OC1C=C(C=C(OCC2C=CC=CC=2)C=1)C(NC1C=CN(C)N=1)=O.[CH3:25][C:26]1[CH:31]=[CH:30][C:29]([S:32]([O:35][C@@H:36]2[CH2:40][CH2:39][O:38][CH2:37]2)(=[O:34])=[O:33])=[CH:28][CH:27]=1, predict the reaction product. The product is: [CH3:25][C:26]1[CH:31]=[CH:30][C:29]([S:32]([O:35][C@H:36]2[CH2:40][CH2:39][O:38][CH2:37]2)(=[O:34])=[O:33])=[CH:28][CH:27]=1. (4) Given the reactants [OH:1][C@@:2]1([CH3:29])[CH2:7][CH2:6][C@H:5]2[C@H:8]3[C:17]([C@@H:18]([C:20]4[CH:27]=[CH:26][C:23]([CH:24]=[O:25])=[CH:22][CH:21]=4)[CH2:19][C@:3]12[CH3:4])=[C:16]1[C:11](=[CH:12][C:13](=[O:28])[CH2:14][CH2:15]1)[CH2:10][CH2:9]3.[Br:30]N1C(=O)CCC1=O, predict the reaction product. The product is: [Br:30][C:12]1[C:13](=[O:28])[CH2:14][CH2:15][C:16]2[C:11]=1[CH2:10][CH2:9][C@@H:8]1[C:17]=2[C@@H:18]([C:20]2[CH:21]=[CH:22][C:23]([CH:24]=[O:25])=[CH:26][CH:27]=2)[CH2:19][C@@:3]2([CH3:4])[C@H:5]1[CH2:6][CH2:7][C@@:2]2([OH:1])[CH3:29]. (5) Given the reactants [F:1][CH:2]([F:42])[O:3][C:4]1[CH:5]=[C:6]2[C:10](=[CH:11][CH:12]=1)[N:9]([CH3:13])[N:8]=[C:7]2[C:14]1[N:15]=[C:16]2[C:22]([C:23]([NH:25][C:26]3([CH2:32][OH:33])[CH2:31][CH2:30][O:29][CH2:28][CH2:27]3)=[O:24])=[CH:21][N:20](COCC[Si](C)(C)C)[C:17]2=[N:18][CH:19]=1.[F-].[Cs+].C1OCCOCCOCCOCCOCCOC1, predict the reaction product. The product is: [F:42][CH:2]([F:1])[O:3][C:4]1[CH:5]=[C:6]2[C:10](=[CH:11][CH:12]=1)[N:9]([CH3:13])[N:8]=[C:7]2[C:14]1[N:15]=[C:16]2[C:22]([C:23]([NH:25][C:26]3([CH2:32][OH:33])[CH2:27][CH2:28][O:29][CH2:30][CH2:31]3)=[O:24])=[CH:21][NH:20][C:17]2=[N:18][CH:19]=1. (6) Given the reactants C[O:2][C:3]([C:5]1[CH:26]=[CH:25][C:8]([CH2:9][N:10]2[CH2:15][CH:14]([CH3:16])[N:13]([C:17]([O:19][C:20]([CH3:23])([CH3:22])[CH3:21])=[O:18])[CH:12]([CH3:24])[CH2:11]2)=[C:7]([C:27]([F:30])([F:29])[F:28])[CH:6]=1)=[O:4].[OH-].[Na+], predict the reaction product. The product is: [C:20]([O:19][C:17]([N:13]1[CH:12]([CH3:24])[CH2:11][N:10]([CH2:9][C:8]2[CH:25]=[CH:26][C:5]([C:3]([OH:4])=[O:2])=[CH:6][C:7]=2[C:27]([F:29])([F:30])[F:28])[CH2:15][CH:14]1[CH3:16])=[O:18])([CH3:21])([CH3:22])[CH3:23].